Dataset: Forward reaction prediction with 1.9M reactions from USPTO patents (1976-2016). Task: Predict the product of the given reaction. (1) Given the reactants [CH2:1]([C@@H:8]1[CH2:12]OC(=O)[N:9]1[C:14](=[O:17])[CH2:15][CH3:16])[C:2]1[CH:7]=[CH:6][CH:5]=[CH:4][CH:3]=1.ClCCl.[O-:21]S(C(F)(F)F)(=O)=O.C([B+]CCCC)CCC.C(N(CC)CC)C.[CH:45](=[O:48])[CH2:46][CH3:47].P([O-])([O-])([O-])=O.[CH3:54][OH:55], predict the reaction product. The product is: [CH2:1]([C@@H:8]1[CH2:12][O:55][C:54](=[O:21])[N:9]1[C:14](=[O:17])[C@H:15]([CH3:16])[C@@H:45]([OH:48])[CH2:46][CH3:47])[C:2]1[CH:3]=[CH:4][CH:5]=[CH:6][CH:7]=1. (2) Given the reactants [C:1]([O:5][C:6](=[O:20])[CH2:7][CH2:8][S:9][CH2:10][C:11]1[CH:12]=[C:13]([CH:17]=[CH:18][CH:19]=1)[C:14]([OH:16])=O)([CH3:4])([CH3:3])[CH3:2].CCN=C=NCCCN(C)C.Cl.[F:33][C:34]([F:60])([F:59])[C:35]1[CH:36]=[C:37]([CH:56]=[CH:57][CH:58]=1)[CH2:38][NH:39][C:40](=[O:55])[C:41]1[CH:46]=[CH:45][N:44]=[C:43]([C:47]2[CH:52]=[C:51]([Cl:53])[CH:50]=[CH:49][C:48]=2[NH2:54])[CH:42]=1, predict the reaction product. The product is: [F:60][C:34]([F:33])([F:59])[C:35]1[CH:36]=[C:37]([CH:56]=[CH:57][CH:58]=1)[CH2:38][NH:39][C:40]([C:41]1[CH:46]=[CH:45][N:44]=[C:43]([C:47]2[CH:52]=[C:51]([Cl:53])[CH:50]=[CH:49][C:48]=2[NH:54][C:14]([C:13]2[CH:12]=[C:11]([CH:19]=[CH:18][CH:17]=2)[CH2:10][S:9][CH2:8][CH2:7][C:6]([O:5][C:1]([CH3:2])([CH3:3])[CH3:4])=[O:20])=[O:16])[CH:42]=1)=[O:55]. (3) The product is: [Br:1][C:15]1[S:16][C:12]([C:10]([C:17]2[CH:18]=[CH:19][C:20]([C:21]([O:23][CH3:24])=[O:22])=[CH:25][CH:26]=2)([OH:9])[CH3:11])=[N:28][CH:30]=1. Given the reactants [Br:1]N1C(=O)CCC1=O.[OH:9][C:10]([C:17]1[CH:26]=[CH:25][C:20]([C:21]([O:23][CH3:24])=[O:22])=[CH:19][CH:18]=1)([C:12]1[S:16][CH:15]=NC=1)[CH3:11].C[N:28]([CH:30]=O)C, predict the reaction product. (4) Given the reactants [NH2:1][C@@H:2]([C:5]([O:7][CH3:8])=[O:6])[CH2:3][OH:4].[C:9](Cl)([C:22]1[CH:27]=[CH:26][CH:25]=[CH:24][CH:23]=1)([C:16]1[CH:21]=[CH:20][CH:19]=[CH:18][CH:17]=1)[C:10]1[CH:15]=[CH:14][CH:13]=[CH:12][CH:11]=1, predict the reaction product. The product is: [OH:4][CH2:3][C@@H:2]([NH:1][C:9]([C:10]1[CH:15]=[CH:14][CH:13]=[CH:12][CH:11]=1)([C:22]1[CH:23]=[CH:24][CH:25]=[CH:26][CH:27]=1)[C:16]1[CH:17]=[CH:18][CH:19]=[CH:20][CH:21]=1)[C:5]([O:7][CH3:8])=[O:6].